Dataset: Full USPTO retrosynthesis dataset with 1.9M reactions from patents (1976-2016). Task: Predict the reactants needed to synthesize the given product. Given the product [F:32][C:10]1[CH:11]=[C:12]2[C:7](=[CH:8][CH:9]=1)[CH:6]=[C:5]([CH2:4][C:3]([OH:33])=[O:2])[C:14]([CH3:15])=[C:13]2[C:16]1[CH:21]=[CH:20][C:19]([S:22]([C:25]2[C:26]([CH3:31])=[CH:27][CH:28]=[CH:29][CH:30]=2)(=[O:23])=[O:24])=[CH:18][CH:17]=1, predict the reactants needed to synthesize it. The reactants are: C[O:2][C:3](=[O:33])[CH2:4][C:5]1[C:14]([CH3:15])=[C:13]([C:16]2[CH:21]=[CH:20][C:19]([S:22]([C:25]3[C:26]([CH3:31])=[CH:27][CH:28]=[CH:29][CH:30]=3)(=[O:24])=[O:23])=[CH:18][CH:17]=2)[C:12]2[C:7](=[CH:8][CH:9]=[C:10]([F:32])[CH:11]=2)[CH:6]=1.O.[OH-].[Li+].